This data is from Full USPTO retrosynthesis dataset with 1.9M reactions from patents (1976-2016). The task is: Predict the reactants needed to synthesize the given product. (1) Given the product [F:1][C:2]1[CH:3]=[CH:4][C:5]([C@H:8]2[C:12]([CH3:13])([CH3:14])[O:11][C:10](=[O:15])[N:9]2[C:17]2[CH:35]=[CH:34][C:20]([C:21]([NH:23][C:24]3[CH:25]=[CH:26][CH:27]=[C:28]4[C:33]=3[N:32]=[CH:31][CH:30]=[CH:29]4)=[O:22])=[CH:19][CH:18]=2)=[CH:6][CH:7]=1, predict the reactants needed to synthesize it. The reactants are: [F:1][C:2]1[CH:7]=[CH:6][C:5]([C@H:8]2[C:12]([CH3:14])([CH3:13])[O:11][C:10](=[O:15])[NH:9]2)=[CH:4][CH:3]=1.I[C:17]1[CH:35]=[CH:34][C:20]([C:21]([NH:23][C:24]2[CH:25]=[CH:26][CH:27]=[C:28]3[C:33]=2[N:32]=[CH:31][CH:30]=[CH:29]3)=[O:22])=[CH:19][CH:18]=1.P([O-])([O-])([O-])=O.[K+].[K+].[K+].CNCCNC. (2) The reactants are: C([Mg]Br)C.[Cl-].C(C1C=CC=C(C(C)C)C=1[NH+]1CCN(C2C(C(C)C)=CC=CC=2C(C)C)C1)(C)C.Cl[C:36]1[CH:41]=[CH:40][C:39]([F:42])=[C:38]([F:43])[CH:37]=1.[CH3:44][O:45][C:46]1[CH:51]=[CH:50][C:49]([Mg]Br)=[CH:48][CH:47]=1.[Cl-].[NH4+]. Given the product [F:43][C:38]1[CH:37]=[C:36]([C:49]2[CH:50]=[CH:51][C:46]([O:45][CH3:44])=[CH:47][CH:48]=2)[CH:41]=[CH:40][C:39]=1[F:42], predict the reactants needed to synthesize it. (3) The reactants are: [F:1][C:2]1[CH:8]=[CH:7][CH:6]=[C:5]([CH3:9])[C:3]=1[NH2:4].C1C(=O)N([Cl:17])C(=O)C1.O.C(OCC)(=O)C. Given the product [Cl:17][C:7]1[CH:6]=[C:5]([CH3:9])[C:3]([NH2:4])=[C:2]([F:1])[CH:8]=1, predict the reactants needed to synthesize it. (4) Given the product [O-:13][N+:1]1[C:10]2[C:5](=[CH:6][CH:7]=[CH:8][CH:9]=2)[C:4]([CH2:11][NH:14][C:15]2[CH:19]=[CH:18][S:17][C:16]=2[C:20]([NH:22][C:23]2[CH:24]=[CH:25][C:26]([O:29][C:30]([F:33])([F:31])[F:32])=[CH:27][CH:28]=2)=[O:21])=[CH:3][CH:2]=1, predict the reactants needed to synthesize it. The reactants are: [N+:1]1([O-:13])[C:10]2[C:5](=[CH:6][CH:7]=[CH:8][CH:9]=2)[C:4]([CH:11]=O)=[CH:3][CH:2]=1.[NH2:14][C:15]1[CH:19]=[CH:18][S:17][C:16]=1[C:20]([NH:22][C:23]1[CH:28]=[CH:27][C:26]([O:29][C:30]([F:33])([F:32])[F:31])=[CH:25][CH:24]=1)=[O:21].FC(F)(F)C(O)=O.C([SiH](CC)CC)C.[OH-].[Na+]. (5) Given the product [OH:2][C:3]1[CH:18]=[CH:17][C:6]([CH2:7][C:8]2[CH:13]=[CH:12][C:11]([OH:14])=[CH:10][C:9]=2[CH3:16])=[C:5]([CH3:19])[C:4]=1[CH:20]([CH3:22])[CH3:21], predict the reactants needed to synthesize it. The reactants are: C[O:2][C:3]1[CH:18]=[CH:17][C:6]([CH2:7][C:8]2[CH:13]=[CH:12][C:11]([O:14]C)=[CH:10][C:9]=2[CH3:16])=[C:5]([CH3:19])[C:4]=1[CH:20]([CH3:22])[CH3:21].B(Br)(Br)Br. (6) Given the product [NH2:9][C:8]1[CH:7]=[CH:6][C:5]([CH2:12][C:13]#[N:14])=[C:4]([CH3:15])[C:3]=1[O:2][CH3:1], predict the reactants needed to synthesize it. The reactants are: [CH3:1][O:2][C:3]1[C:4]([CH3:15])=[C:5]([CH2:12][C:13]#[N:14])[CH:6]=[CH:7][C:8]=1[N+:9]([O-])=O. (7) Given the product [Cl:18][C:19]1[CH:26]=[CH:25][C:22]([CH2:23][CH2:24][N:7]2[C:8]3[CH:9]=[CH:10][C:2]([CH3:1])=[CH:3][C:4]=3[C:5]3[CH2:16][N:15]4[CH2:17][CH:11]([C:6]2=3)[CH2:12][CH2:13][CH2:14]4)=[CH:21][CH:20]=1, predict the reactants needed to synthesize it. The reactants are: [CH3:1][C:2]1[CH:10]=[CH:9][C:8]2[NH:7][C:6]3[CH:11]4[CH2:17][N:15]([CH2:16][C:5]=3[C:4]=2[CH:3]=1)[CH2:14][CH2:13][CH2:12]4.[Cl:18][C:19]1[CH:26]=[CH:25][C:22]([CH:23]=[CH2:24])=[CH:21][CH:20]=1. (8) Given the product [Cl:1][C:2]1[CH:7]=[CH:6][CH:5]=[CH:4][C:3]=1[C:8]([NH:11][C:13]1[N:18]=[C:17]([S:19][C:20]#[N:21])[C:16]([N+:22]([O-:24])=[O:23])=[CH:15][N:14]=1)([CH3:9])[CH3:10], predict the reactants needed to synthesize it. The reactants are: [Cl:1][C:2]1[CH:7]=[CH:6][CH:5]=[CH:4][C:3]=1[C:8]([NH2:11])([CH3:10])[CH3:9].Cl[C:13]1[N:18]=[C:17]([S:19][C:20]#[N:21])[C:16]([N+:22]([O-:24])=[O:23])=[CH:15][N:14]=1. (9) Given the product [CH3:16][N:17]([CH3:35])[C:18]1[CH:19]=[CH:20][C:21]([CH2:24][N:25]([C:26]2[CH:31]=[CH:30][C:29]([CH:32]([CH3:33])[CH3:34])=[CH:28][CH:27]=2)[C:13]([CH:8]2[C:7]3[C:12](=[C:3]([O:2][CH3:1])[CH:4]=[CH:5][CH:6]=3)[O:11][CH2:10][CH2:9]2)=[O:15])=[CH:22][CH:23]=1, predict the reactants needed to synthesize it. The reactants are: [CH3:1][O:2][C:3]1[CH:4]=[CH:5][CH:6]=[C:7]2[C:12]=1[O:11][CH2:10][CH2:9][CH:8]2[C:13]([OH:15])=O.[CH3:16][N:17]([CH3:35])[C:18]1[CH:23]=[CH:22][C:21]([CH2:24][NH:25][C:26]2[CH:31]=[CH:30][C:29]([CH:32]([CH3:34])[CH3:33])=[CH:28][CH:27]=2)=[CH:20][CH:19]=1. (10) Given the product [NH2:8][C:9]([CH3:27])([CH3:28])[CH2:10][CH2:11][N:12]1[C:16]2[CH:17]=[C:18]([Cl:26])[C:19]([C:21]([O:23][CH2:24][CH3:25])=[O:22])=[CH:20][C:15]=2[N:14]=[CH:13]1, predict the reactants needed to synthesize it. The reactants are: C(OC([NH:8][C:9]([CH3:28])([CH3:27])[CH2:10][CH2:11][N:12]1[C:16]2[CH:17]=[C:18]([Cl:26])[C:19]([C:21]([O:23][CH2:24][CH3:25])=[O:22])=[CH:20][C:15]=2[N:14]=[CH:13]1)=O)(C)(C)C.